Dataset: Peptide-MHC class II binding affinity with 134,281 pairs from IEDB. Task: Regression. Given a peptide amino acid sequence and an MHC pseudo amino acid sequence, predict their binding affinity value. This is MHC class II binding data. (1) The peptide sequence is GELQIVDKIDHAFKI. The MHC is DRB3_0101 with pseudo-sequence DRB3_0101. The binding affinity (normalized) is 0.748. (2) The peptide sequence is QEALEDFREFSRAKG. The MHC is DRB1_0101 with pseudo-sequence DRB1_0101. The binding affinity (normalized) is 0.261.